Predict the product of the given reaction. From a dataset of Forward reaction prediction with 1.9M reactions from USPTO patents (1976-2016). Given the reactants [Cl:1][C:2]1[CH:36]=[CH:35][C:5]([C:6]([C:8]2[CH:34]=[CH:33][C:11]([O:12][C:13]([CH3:32])([CH3:31])[C:14]([NH:16][CH2:17][CH2:18][N:19]([CH3:30])[CH2:20][CH2:21][NH:22]C(=O)OC(C)(C)C)=[O:15])=[CH:10][CH:9]=2)=[O:7])=[CH:4][CH:3]=1, predict the reaction product. The product is: [NH2:22][CH2:21][CH2:20][N:19]([CH3:30])[CH2:18][CH2:17][NH:16][C:14](=[O:15])[C:13]([O:12][C:11]1[CH:33]=[CH:34][C:8]([C:6](=[O:7])[C:5]2[CH:35]=[CH:36][C:2]([Cl:1])=[CH:3][CH:4]=2)=[CH:9][CH:10]=1)([CH3:32])[CH3:31].